Dataset: Catalyst prediction with 721,799 reactions and 888 catalyst types from USPTO. Task: Predict which catalyst facilitates the given reaction. (1) Reactant: [F:1][C:2]1[CH:3]=[C:4](/[C:9](=[N:33]\[OH:34])/[C:10]2[N:15]=[CH:14][C:13]([CH2:16][N:17]3[CH2:22][CH2:21][CH:20]([C:23]4[CH:24]=[C:25]([NH:29][C:30](=[O:32])[CH3:31])[CH:26]=[N:27][CH:28]=4)[CH2:19][CH2:18]3)=[CH:12][CH:11]=2)[CH:5]=[CH:6][C:7]=1[F:8].C(=O)([O-])[O-].[K+].[K+].Br[CH2:42][CH2:43][CH3:44].C(=O)([O-])O.[Na+]. Product: [F:1][C:2]1[CH:3]=[C:4](/[C:9](=[N:33]\[O:34][CH2:42][CH2:43][CH3:44])/[C:10]2[N:15]=[CH:14][C:13]([CH2:16][N:17]3[CH2:18][CH2:19][CH:20]([C:23]4[CH:24]=[C:25]([NH:29][C:30](=[O:32])[CH3:31])[CH:26]=[N:27][CH:28]=4)[CH2:21][CH2:22]3)=[CH:12][CH:11]=2)[CH:5]=[CH:6][C:7]=1[F:8]. The catalyst class is: 3. (2) Reactant: [CH2:1]=[O:2].S([O-])([O-])(=O)=O.[Mg+2].[Br:9][C:10]1[CH:11]=[C:12]([C:19]([CH3:22])([CH3:21])[CH3:20])C(OC)=[C:14]([CH:16]=1)[NH2:15].C[Si](C)(C)[O:25]C(C=C)=C.[Al](Cl)(CC)CC.[OH2:38]. Product: [Br:9][C:10]1[CH:16]=[C:14]([N+:15]([O-:25])=[O:38])[C:1]([OH:2])=[C:12]([C:19]([CH3:22])([CH3:21])[CH3:20])[CH:11]=1. The catalyst class is: 158. (3) Reactant: [CH3:1][C:2]1[N:7]([C:8]2[CH:13]=[CH:12][CH:11]=[C:10]([C:14]([F:17])([F:16])[F:15])[CH:9]=2)[C:6](=[O:18])[C:5]([C:19](O)=[O:20])=[CH:4][CH:3]=1.CN(C(ON1N=NC2C=CC=NC1=2)=[N+](C)C)C.F[P-](F)(F)(F)(F)F.C1C=NC2N(O)N=NC=2C=1.CCN(C(C)C)C(C)C.[CH3:65][S:66]([C:69]1[CH:74]=[CH:73][C:72]([O:75][NH2:76])=[CH:71][CH:70]=1)(=[O:68])=[O:67]. Product: [CH3:1][C:2]1[N:7]([C:8]2[CH:13]=[CH:12][CH:11]=[C:10]([C:14]([F:17])([F:15])[F:16])[CH:9]=2)[C:6](=[O:18])[C:5]([C:19]([NH:76][O:75][C:72]2[CH:71]=[CH:70][C:69]([S:66]([CH3:65])(=[O:68])=[O:67])=[CH:74][CH:73]=2)=[O:20])=[CH:4][CH:3]=1. The catalyst class is: 37. (4) Reactant: Br[C:2]1[C:7]([Cl:8])=[CH:6][C:5]([O:9]CC2C=CC=CC=2)=[C:4]([O:17][C:18]2[CH:23]=[CH:22][C:21]([Cl:24])=[CH:20][C:19]=2[Cl:25])[CH:3]=1.[NH:26]1[CH2:31][CH2:30][O:29][CH2:28][CH2:27]1.CC(C)([O-])C.[Na+].C1C=CC(P(C2C(C3C(P(C4C=CC=CC=4)C4C=CC=CC=4)=CC=C4C=3C=CC=C4)=C3C(C=CC=C3)=CC=2)C2C=CC=CC=2)=CC=1. Product: [Cl:8][C:7]1[C:2]([N:26]2[CH2:31][CH2:30][O:29][CH2:28][CH2:27]2)=[CH:3][C:4]([O:17][C:18]2[CH:23]=[CH:22][C:21]([Cl:24])=[CH:20][C:19]=2[Cl:25])=[C:5]([OH:9])[CH:6]=1. The catalyst class is: 101. (5) Reactant: [NH2:1][C:2]1[CH:3]=[C:4]([C:8]2[CH:21]=[C:11]3[NH:12][C:13](=[O:20])[C:14]4[C:19]([N:10]3[N:9]=2)=[CH:18][CH:17]=[CH:16][CH:15]=4)[CH:5]=[CH:6][CH:7]=1.Br[CH2:23][CH2:24][N:25]([CH3:27])[CH3:26].C(=O)([O-])[O-].[K+].[K+]. Product: [CH3:26][N:25]([CH3:27])[CH2:24][CH2:23][NH:1][C:2]1[CH:3]=[C:4]([C:8]2[CH:21]=[C:11]3[NH:12][C:13](=[O:20])[C:14]4[C:19]([N:10]3[N:9]=2)=[CH:18][CH:17]=[CH:16][CH:15]=4)[CH:5]=[CH:6][CH:7]=1. The catalyst class is: 10. (6) Reactant: [CH3:1][O:2][C:3]1[CH:32]=[CH:31][C:6]([CH2:7][O:8][C:9]2[CH:10]=[CH:11][C:12](=[N:20]S(C3C=CC(C)=CC=3)(=O)=O)[N:13]([CH:15]([CH3:19])[C:16]([NH2:18])=O)[CH:14]=2)=[CH:5][CH:4]=1.FC(F)(F)C(OC(=O)C(F)(F)F)=O.[OH-].[Na+].O. Product: [CH3:1][O:2][C:3]1[CH:32]=[CH:31][C:6]([CH2:7][O:8][C:9]2[CH:10]=[CH:11][C:12]3[N:13]([C:15]([CH3:19])=[C:16]([NH2:18])[N:20]=3)[CH:14]=2)=[CH:5][CH:4]=1. The catalyst class is: 54. (7) Reactant: [CH2:1]([O:3][C:4](=[O:28])[CH2:5][C:6]1[CH:7]=[C:8]([C:14]2[CH:19]=[CH:18][C:17]([C:20]([F:23])([F:22])[F:21])=[CH:16][C:15]=2[CH2:24][NH:25][CH2:26][CH3:27])[C:9]([O:12][CH3:13])=[CH:10][CH:11]=1)[CH3:2].[OH:29][C:30]1([C:33]([OH:35])=O)[CH2:32][CH2:31]1.Cl.C(N=C=NCCCN(C)C)C.ON1C2C=CC=CC=2N=N1.C(N(CC)CC)C. Product: [CH2:1]([O:3][C:4](=[O:28])[CH2:5][C:6]1[CH:7]=[C:8]([C:14]2[CH:19]=[CH:18][C:17]([C:20]([F:23])([F:21])[F:22])=[CH:16][C:15]=2[CH2:24][N:25]([CH2:26][CH3:27])[C:33]([C:30]2([OH:29])[CH2:32][CH2:31]2)=[O:35])[C:9]([O:12][CH3:13])=[CH:10][CH:11]=1)[CH3:2]. The catalyst class is: 2.